This data is from Full USPTO retrosynthesis dataset with 1.9M reactions from patents (1976-2016). The task is: Predict the reactants needed to synthesize the given product. Given the product [NH2:15][C:6]1[CH:5]=[C:4]([Br:3])[CH:9]=[CH:8][C:7]=1[N:10]([CH3:14])[CH2:11][CH2:12][OH:13], predict the reactants needed to synthesize it. The reactants are: [Cl-].[NH4+].[Br:3][C:4]1[CH:9]=[CH:8][C:7]([N:10]([CH3:14])[CH2:11][CH2:12][OH:13])=[C:6]([N+:15]([O-])=O)[CH:5]=1.